Dataset: Forward reaction prediction with 1.9M reactions from USPTO patents (1976-2016). Task: Predict the product of the given reaction. (1) Given the reactants CC1N=C(NS(C2C=CC(C3C=CC(C#N)=CC=3)=CC=2)(=O)=O)C=CC=1.[NH2:26][C:27]1[CH:36]=[CH:35][C:34]2[C:29](=[CH:30][CH:31]=[CH:32][CH:33]=2)[N:28]=1.[Cl:37][C:38]1[CH:43]=[CH:42][C:41]([S:44](Cl)(=[O:46])=[O:45])=[CH:40][N:39]=1, predict the reaction product. The product is: [Cl:37][C:38]1[N:39]=[CH:40][C:41]([S:44]([NH:26][C:27]2[CH:36]=[CH:35][C:34]3[C:29](=[CH:30][CH:31]=[CH:32][CH:33]=3)[N:28]=2)(=[O:46])=[O:45])=[CH:42][CH:43]=1. (2) Given the reactants [CH:1]1[C:6]2[CH2:7][CH2:8][CH2:9][CH2:10][CH:11](O)[C:5]=2[CH:4]=[CH:3][CH:2]=1.Cl.[H][H], predict the reaction product. The product is: [CH:4]1[C:5]2[CH2:11][CH2:10][CH2:9][CH2:8][CH2:7][C:6]=2[CH:1]=[CH:2][CH:3]=1. (3) Given the reactants [F:1][C:2]1[C:7]([F:8])=[CH:6][CH:5]=[CH:4][C:3]=1[C:9]1([OH:14])[CH2:13][CH2:12][NH:11][CH2:10]1.C(=O)([O-])[O-].[K+].[K+].Br[CH2:22][CH:23]([CH3:25])[CH3:24], predict the reaction product. The product is: [F:1][C:2]1[C:7]([F:8])=[CH:6][CH:5]=[CH:4][C:3]=1[C:9]1([OH:14])[CH2:13][CH2:12][N:11]([CH2:22][CH:23]([CH3:25])[CH3:24])[CH2:10]1. (4) Given the reactants [CH3:1][S:2]([N:5]1[CH2:10][CH2:9][CH:8]([CH2:11][N:12]([CH:16]2[CH2:25][CH2:24][C:23]3[C:18](=[CH:19][C:20]([N+:26]([O-])=O)=[CH:21][CH:22]=3)[CH2:17]2)[CH2:13][CH2:14][CH3:15])[CH2:7][CH2:6]1)(=[O:4])=[O:3], predict the reaction product. The product is: [CH3:1][S:2]([N:5]1[CH2:10][CH2:9][CH:8]([CH2:11][N:12]([CH2:13][CH2:14][CH3:15])[CH:16]2[CH2:25][CH2:24][C:23]3[C:18](=[CH:19][C:20]([NH2:26])=[CH:21][CH:22]=3)[CH2:17]2)[CH2:7][CH2:6]1)(=[O:4])=[O:3]. (5) Given the reactants F[C:2]1[CH:9]=[CH:8][C:5]([CH:6]=[O:7])=[CH:4][CH:3]=1.[C:10]1([CH3:18])[CH:15]=[CH:14][CH:13]=[CH:12][C:11]=1[CH2:16][SH:17].C(=O)([O-])[O-].[Cs+].[Cs+].Cl, predict the reaction product. The product is: [CH3:18][C:10]1[CH:15]=[CH:14][CH:13]=[CH:12][C:11]=1[CH2:16][S:17][C:2]1[CH:9]=[CH:8][C:5]([CH:6]=[O:7])=[CH:4][CH:3]=1. (6) The product is: [C:1]([C:5]1[CH:10]=[CH:9][C:8]([NH:11][C:46](=[O:47])[C:48]2[CH:53]=[CH:52][CH:51]=[N:50][C:49]=2[Cl:54])=[CH:7][C:6]=1[O:12][CH2:13][CH:14]1[CH2:19][CH2:18][N:17]([CH3:20])[CH2:16][CH2:15]1)([CH3:4])([CH3:2])[CH3:3]. Given the reactants [C:1]([C:5]1[CH:10]=[CH:9][C:8]([NH2:11])=[CH:7][C:6]=1[O:12][CH2:13][CH:14]1[CH2:19][CH2:18][N:17]([CH3:20])[CH2:16][CH2:15]1)([CH3:4])([CH3:3])[CH3:2].C(N1CCC(OC2C=C(C(F)(F)F)C=C(N[C:46]([C:48]3[C:49]([Cl:54])=[N:50][CH:51]=[CH:52][CH:53]=3)=[O:47])C=2)CC1)(OC(C)(C)C)=O, predict the reaction product. (7) Given the reactants [NH2:1][CH:2]([CH2:7][C:8]1[CH:9]=[C:10]2[C:15](=[CH:16][CH:17]=1)[N:14]=[C:13]([C:18]1[C:23]([Cl:24])=[CH:22][CH:21]=[CH:20][C:19]=1[Cl:25])[CH:12]=[CH:11]2)[C:3]([O:5][CH3:6])=[O:4].CCN(C(C)C)C(C)C.[CH:35]([O:38][C:39]1[C:40](=O)[C:41](=[O:47])[C:42]=1[O:43]C(C)C)([CH3:37])[CH3:36], predict the reaction product. The product is: [Cl:25][C:19]1[CH:20]=[CH:21][CH:22]=[C:23]([Cl:24])[C:18]=1[C:13]1[CH:12]=[CH:11][C:10]2[C:15](=[CH:16][CH:17]=[C:8]([CH2:7][CH:2]([NH:1][C:40]3[C:41](=[O:47])[C:42](=[O:43])[C:39]=3[O:38][CH:35]([CH3:37])[CH3:36])[C:3]([O:5][CH3:6])=[O:4])[CH:9]=2)[N:14]=1. (8) Given the reactants Br[C:2]1[CH:3]=[C:4]2[C:8](=[CH:9][CH:10]=1)[C:7]1([CH2:13][N:12]([C:14]([O:16][C:17]([CH3:20])([CH3:19])[CH3:18])=[O:15])[CH2:11]1)[O:6][CH2:5]2.[Li]CCCC.CN([CH:29]=[O:30])C, predict the reaction product. The product is: [CH:29]([C:2]1[CH:3]=[C:4]2[C:8](=[CH:9][CH:10]=1)[C:7]1([CH2:13][N:12]([C:14]([O:16][C:17]([CH3:20])([CH3:19])[CH3:18])=[O:15])[CH2:11]1)[O:6][CH2:5]2)=[O:30]. (9) Given the reactants C(OC([NH:8][C:9]1[CH:14]=[CH:13][C:12]([C:15]([CH3:22])([CH3:21])[C:16]([O:18][CH2:19][CH3:20])=[O:17])=[CH:11][C:10]=1[C:23](=O)[C:24]([N:26]1[CH2:34][C:33]2[C:28](=[CH:29][CH:30]=[CH:31][CH:32]=2)[CH2:27]1)=[O:25])=O)(C)(C)C.[F-].[Cs+].C[Si]([N:42]=[C:43]=[N:44][Si](C)(C)C)(C)C.Cl.C(=O)(O)[O-], predict the reaction product. The product is: [NH2:42][C:43]1[N:44]=[C:23]([C:24]([N:26]2[CH2:27][C:28]3[C:33](=[CH:32][CH:31]=[CH:30][CH:29]=3)[CH2:34]2)=[O:25])[C:10]2[C:9](=[CH:14][CH:13]=[C:12]([C:15]([CH3:21])([CH3:22])[C:16]([O:18][CH2:19][CH3:20])=[O:17])[CH:11]=2)[N:8]=1. (10) Given the reactants Cl[C:2]1[N:7]=[CH:6][C:5]2[C:8]([CH3:16])([CH3:15])[C:9](=[O:14])[N:10]([CH:11]3[CH2:13][CH2:12]3)[C:4]=2[CH:3]=1.[CH3:17][C:18]1[CH:23]=[CH:22][C:21](B(O)O)=[CH:20][N:19]=1.C(=O)([O-])[O-].[Cs+].[Cs+].C(Cl)(Cl)Cl.CC1(C)C2C(=C(P(C3C=CC=CC=3)C3C=CC=CC=3)C=CC=2)OC2C(P(C3C=CC=CC=3)C3C=CC=CC=3)=CC=CC1=2, predict the reaction product. The product is: [CH:11]1([N:10]2[C:4]3[CH:3]=[C:2]([C:21]4[CH:20]=[N:19][C:18]([CH3:17])=[CH:23][CH:22]=4)[N:7]=[CH:6][C:5]=3[C:8]([CH3:16])([CH3:15])[C:9]2=[O:14])[CH2:13][CH2:12]1.